Predict the product of the given reaction. From a dataset of Forward reaction prediction with 1.9M reactions from USPTO patents (1976-2016). (1) Given the reactants C(OC([N:8]1[CH2:13][CH2:12][N:11]([C:14]2[CH:19]=[CH:18][C:17]([C:20](=[O:32])[NH:21][C:22]3[CH:27]=[CH:26][CH:25]=[C:24]([C:28]([CH3:31])([CH3:30])[CH3:29])[CH:23]=3)=[CH:16][N:15]=2)[CH2:10][CH2:9]1)=O)(C)(C)C.C(C1C=CC(NC(=O)C2C=CC(N3CCNCC3)=NC=2)=CC=1)(C)(C)C, predict the reaction product. The product is: [C:28]([C:24]1[CH:23]=[C:22]([NH:21][C:20](=[O:32])[C:17]2[CH:18]=[CH:19][C:14]([N:11]3[CH2:12][CH2:13][NH:8][CH2:9][CH2:10]3)=[N:15][CH:16]=2)[CH:27]=[CH:26][CH:25]=1)([CH3:31])([CH3:29])[CH3:30]. (2) Given the reactants [CH3:1][N:2]1[CH:6]=[C:5]([N+:7]([O-])=O)[N:4]=[C:3]1[C:10]([O:12][CH2:13][CH3:14])=[O:11], predict the reaction product. The product is: [NH2:7][C:5]1[N:4]=[C:3]([C:10]([O:12][CH2:13][CH3:14])=[O:11])[N:2]([CH3:1])[CH:6]=1. (3) Given the reactants Cl.O1CCOCC1.[F:8][C:9]1[CH:10]=[CH:11][C:12]([O:15][CH2:16][C:17]2[N:21]([CH3:22])[N:20]=[CH:19][C:18]=2[C:23]2[O:27][N:26]=[C:25]([C:28]3[CH:29]=[C:30]([S:34]([NH:37][CH2:38][CH2:39][N:40](C)[C:41](=O)OC(C)(C)C)(=[O:36])=[O:35])[CH:31]=[CH:32][CH:33]=3)[N:24]=2)=[N:13][CH:14]=1, predict the reaction product. The product is: [F:8][C:9]1[CH:10]=[CH:11][C:12]([O:15][CH2:16][C:17]2[N:21]([CH3:22])[N:20]=[CH:19][C:18]=2[C:23]2[O:27][N:26]=[C:25]([C:28]3[CH:29]=[C:30]([S:34]([NH:37][CH2:38][CH2:39][NH:40][CH3:41])(=[O:36])=[O:35])[CH:31]=[CH:32][CH:33]=3)[N:24]=2)=[N:13][CH:14]=1. (4) Given the reactants C([O:8][N:9]1[C:15](=[O:16])[N:14]2[CH2:17][C@H:10]1[CH2:11][CH2:12][C@H:13]2[C:18]1[CH:22]=[C:21]([C:23]([NH2:25])=[O:24])[O:20][N:19]=1)C1C=CC=CC=1, predict the reaction product. The product is: [OH:8][N:9]1[C:15](=[O:16])[N:14]2[CH2:17][C@H:10]1[CH2:11][CH2:12][C@H:13]2[C:18]1[CH:22]=[C:21]([C:23]([NH2:25])=[O:24])[O:20][N:19]=1. (5) Given the reactants C(N[C:8]1[CH:13]=[CH:12][C:11]([Cl:14])=[C:10]([O:15][CH3:16])[C:9]=1[Br:17])(=O)C(C)(C)C.Cl.[OH-].[Na+].N([O-])=O.[Na+].[I-:25].[Na+], predict the reaction product. The product is: [Br:17][C:9]1[C:10]([O:15][CH3:16])=[C:11]([Cl:14])[CH:12]=[CH:13][C:8]=1[I:25]. (6) Given the reactants [Cl:1][C:2]1[N:7]=[CH:6][C:5]([CH2:8][NH:9][CH2:10][CH2:11][CH2:12][OH:13])=[CH:4][CH:3]=1.[OH-].[Na+].[C:16](O[C:16]([O:18][C:19]([CH3:22])([CH3:21])[CH3:20])=[O:17])([O:18][C:19]([CH3:22])([CH3:21])[CH3:20])=[O:17], predict the reaction product. The product is: [Cl:1][C:2]1[N:7]=[CH:6][C:5]([CH2:8][N:9]([CH2:10][CH2:11][CH2:12][OH:13])[C:16](=[O:17])[O:18][C:19]([CH3:22])([CH3:21])[CH3:20])=[CH:4][CH:3]=1.